Task: Predict the reactants needed to synthesize the given product.. Dataset: Retrosynthesis with 50K atom-mapped reactions and 10 reaction types from USPTO (1) Given the product COc1ccc2ncc(F)c(C(=O)CCC3CCN(CCSc4cc(F)ccc4F)CC3CC(=O)O)c2c1, predict the reactants needed to synthesize it. The reactants are: COC(=O)CC1CN(CCSc2cc(F)ccc2F)CCC1CCC(=O)c1c(F)cnc2ccc(OC)cc12. (2) Given the product CC(C)[C@@H](C(=O)O)N1Cc2ccc(-c3ccc(NC(=O)c4cccnc4Cl)cc3)cc2C1=O, predict the reactants needed to synthesize it. The reactants are: COC(=O)[C@H](C(C)C)N1Cc2ccc(-c3ccc(NC(=O)c4cccnc4Cl)cc3)cc2C1=O. (3) Given the product Cc1cc(SC(C)(C)C)cc2c(Nc3cncc(F)c3)c(C(N)=O)nnc12, predict the reactants needed to synthesize it. The reactants are: Cc1cc(SC(C)(C)C)cc2c(Cl)c(C(N)=O)nnc12.Nc1cncc(F)c1. (4) Given the product COC(=O)c1cc2c(N)c(OC)ccc2n1C, predict the reactants needed to synthesize it. The reactants are: COC(=O)c1cc2c([N+](=O)[O-])c(OC)ccc2n1C. (5) Given the product CN(C)CCNc1nn2c(-c3ccccc3)nnc2cc1C1CCC1, predict the reactants needed to synthesize it. The reactants are: CN(C)CCN.Clc1nn2c(-c3ccccc3)nnc2cc1C1CCC1. (6) Given the product CNC(=O)C(C)c1ccc2c(c1)CCc1ccccc1C2=O, predict the reactants needed to synthesize it. The reactants are: CC(C(=O)Cl)c1ccc2c(c1)CCc1ccccc1C2=O.CN. (7) Given the product Oc1cccc(C=C2c3ccccc3CCc3ccc(F)cc32)c1, predict the reactants needed to synthesize it. The reactants are: Fc1ccc2c(c1)C(=CBr)c1ccccc1CC2.OB(O)c1cccc(O)c1. (8) Given the product CC(C)OCN(C(=O)C(Cl)Cl)c1ccnc(-c2cc(-c3c(Cl)cccc3Cl)no2)c1, predict the reactants needed to synthesize it. The reactants are: CC(C)OCNc1ccnc(-c2cc(-c3c(Cl)cccc3Cl)no2)c1.O=C(Cl)C(Cl)Cl. (9) Given the product CCOC(=O)C(=O)Nc1cccc(N)c1C#N, predict the reactants needed to synthesize it. The reactants are: CCOC(=O)C(=O)Nc1cccc([N+](=O)[O-])c1C#N. (10) Given the product O=C(Nc1ccc(Cl)cn1)c1ccc(Cl)c([N+](=O)[O-])c1, predict the reactants needed to synthesize it. The reactants are: Nc1ccc(Cl)cn1.O=C(Cl)c1ccc(Cl)c([N+](=O)[O-])c1.